From a dataset of Reaction yield outcomes from USPTO patents with 853,638 reactions. Predict the reaction yield, written as a fraction of the theoretical maximum amount of product (1.0 means a 100% yield; for example, 0.34 means a 34% yield). (1) The reactants are Cl[CH2:2][C:3]1[N:4]=[C:5]([C:9]2[CH:18]=[CH:17][C:12]([C:13]([O:15][CH3:16])=[O:14])=[CH:11][CH:10]=2)[O:6][C:7]=1[CH3:8].[O:19]1[CH2:24][CH2:23][N:22]([CH2:25][CH2:26][CH2:27][C:28]2[CH:33]=[CH:32][C:31]([S:34]([O-:36])=[O:35])=[CH:30][CH:29]=2)[CH2:21][CH2:20]1.[Li+].C(=O)([O-])[O-].[K+].[K+]. The catalyst is CN(C)C=O. The product is [CH3:8][C:7]1[O:6][C:5]([C:9]2[CH:18]=[CH:17][C:12]([C:13]([O:15][CH3:16])=[O:14])=[CH:11][CH:10]=2)=[N:4][C:3]=1[CH2:2][S:34]([C:31]1[CH:32]=[CH:33][C:28]([CH2:27][CH2:26][CH2:25][N:22]2[CH2:23][CH2:24][O:19][CH2:20][CH2:21]2)=[CH:29][CH:30]=1)(=[O:35])=[O:36]. The yield is 0.740. (2) The reactants are [Cl:1][C:2]1[CH:7]=[CH:6][C:5]([CH2:8][C:9](=[O:34])[CH2:10][C@H:11]([CH2:31]C=C)[C:12]([N:14]([CH3:30])[CH2:15][C@H:16]([NH:23][C:24](=[O:29])[CH2:25][CH2:26][CH:27]=[CH2:28])C2C=CC=CC=2)=[O:13])=[CH:4][CH:3]=1. The catalyst is C1(C)C=CC=CC=1.CCOC(C)=O. The product is [Cl:1][C:2]1[CH:3]=[CH:4][C:5]([CH2:8][C:9](=[O:34])[CH2:10][C@H:11]2[C:12](=[O:13])[N:14]([CH3:30])[CH2:15][C@@H:16]([C:2]3[CH:7]=[CH:6][CH:5]=[CH:4][CH:3]=3)[NH:23][C:24](=[O:29])[CH2:25][CH2:26][CH:27]=[CH:28][CH2:31]2)=[CH:6][CH:7]=1. The yield is 0.540.